The task is: Predict which catalyst facilitates the given reaction.. This data is from Catalyst prediction with 721,799 reactions and 888 catalyst types from USPTO. (1) Reactant: [CH2:1]([O:8][C:9]1[CH:10]=[C:11]([CH2:17][C:18]([O:20][CH3:21])=[O:19])[CH:12]=[C:13]([O:15]C)[CH:14]=1)C1C=CC=CC=1. Product: [OH:15][C:13]1[CH:12]=[C:11]([CH2:17][C:18]([O:20][CH3:21])=[O:19])[CH:10]=[C:9]([O:8][CH3:1])[CH:14]=1. The catalyst class is: 349. (2) Product: [NH2:2][C:1]1[N:21]([C:15]2[CH:20]=[CH:19][CH:18]=[CH:17][CH:16]=2)[N:22]=[C:9]([CH2:10][CH3:11])[C:3]=1[C:4]([O:6][CH2:7][CH3:8])=[O:5]. Reactant: [C:1]([C:3](=[C:9](OCC)[CH2:10][CH3:11])[C:4]([O:6][CH2:7][CH3:8])=[O:5])#[N:2].[C:15]1([NH:21][NH2:22])[CH:20]=[CH:19][CH:18]=[CH:17][CH:16]=1.C(N(CC)CC)C. The catalyst class is: 5. (3) Reactant: [H-].[Al+3].[Li+].[H-].[H-].[H-].[CH3:7][O:8][C:9]1[CH:10]=[C:11]2[C:16](=[CH:17][CH:18]=1)[C:15](=O)[NH:14][CH2:13][CH2:12]2.[OH-].[Na+]. Product: [CH3:7][O:8][C:9]1[CH:10]=[C:11]2[C:16](=[CH:17][CH:18]=1)[CH2:15][NH:14][CH2:13][CH2:12]2. The catalyst class is: 7. (4) Reactant: [CH3:1][O:2][C:3]1[N:12]=[C:11]([O:13][CH2:14][C:15]([F:18])([F:17])[F:16])[CH:10]=[CH:9][C:4]=1[C:5]([O:7]C)=[O:6].[OH-].[Na+].Cl.O. Product: [CH3:1][O:2][C:3]1[N:12]=[C:11]([O:13][CH2:14][C:15]([F:18])([F:16])[F:17])[CH:10]=[CH:9][C:4]=1[C:5]([OH:7])=[O:6]. The catalyst class is: 1.